The task is: Regression/Classification. Given a drug SMILES string, predict its absorption, distribution, metabolism, or excretion properties. Task type varies by dataset: regression for continuous measurements (e.g., permeability, clearance, half-life) or binary classification for categorical outcomes (e.g., BBB penetration, CYP inhibition). Dataset: cyp2c9_veith.. This data is from CYP2C9 inhibition data for predicting drug metabolism from PubChem BioAssay. (1) The drug is Cc1cc2cc(C(c3nnnn3C(C)(C)C)N(Cc3ccco3)CC3CCCO3)c(=O)[nH]c2cc1C. The result is 1 (inhibitor). (2) The molecule is COc1ccccc1CNc1ncncc1-c1ccccc1CN(C)C. The result is 0 (non-inhibitor). (3) The drug is CO[C@@H]1COC(=O)[C@H]2CCCN2C(=O)C/C=C\[C@@H](C)[C@H](OC)COC(=O)C/C=C\[C@@H]1C. The result is 0 (non-inhibitor). (4) The drug is COc1cccc(Nc2ncc3nc(-c4cn(C)c5ccccc45)c(=O)n(CCC#N)c3n2)c1. The result is 0 (non-inhibitor). (5) The molecule is COc1ccc(O[C@H]2C=C[C@@H](c3ccccc3)O[C@H]2CO/N=C2/c3cc(OC)ccc3O[C@@H](c3cccc(OC)c3)[C@H]2O)cc1. The result is 1 (inhibitor). (6) The molecule is CCNCCCNCCCCNCCCNCC. The result is 0 (non-inhibitor). (7) The drug is CCCCNC(=O)C1CCN(Cc2ccccn2)CC1. The result is 0 (non-inhibitor). (8) The compound is O=C(Cn1c(-c2cscn2)nc2ccccc21)Nc1cc(F)ccc1F. The result is 1 (inhibitor). (9) The drug is CCOC(=O)Cn1c(CN(Cc2ccccc2)Cc2ccccc2)nc2c1c(=O)[nH]c(=O)n2C. The result is 1 (inhibitor). (10) The drug is CCOc1ccccc1Nc1nc(-c2sc(NC(=O)c3cccc(Cl)c3)nc2C)cs1. The result is 1 (inhibitor).